From a dataset of B-cell epitopes from IEDB database with 3,159 antigens for binding position prediction. Token-level Classification. Given an antigen amino acid sequence, predict which amino acid positions are active epitope sites capable of antibody binding. Output is a list of indices for active positions. (1) Given the antigen sequence: AWDMMMDWSPTSALVVSQLLRIPQAVVDMVAGAHWGVLAGLAYYSVVGNWAKVLVVMLLFSGVDGNTRTIGAVDGLSTSRLTSFFTPGPSQKIQLINTNGSWHINRTALNCNDSLHTGFLAALFYTHKFNASGCPERMASCRSIDDFDQGWGPITHAEPDILDQRPYCWHYPPRPCGIVPASQVCGPVYC, which amino acid positions are active epitope sites? The epitope positions are: [93, 94, 95, 96, 97, 98, 99, 100]. The amino acids at these positions are: QLINTNGS. (2) Given the antigen sequence: MKCNISIYFFASFFVLYFAKARNEYDIKENEKFLDVYKEKFNELDKKKYGNVQKTDKKIFTFIENKLDILNNSKFNKRWKSYGTPDNIDKNMSLINKHNNEEMFNNNYQSFLSTSSLIKQNKYVPINAVRVSRILSFLDSRINNGRNTSSNNEVLSNCREKRKGMKWDCKKKNDRSNYVCIPDRRIQLCIVNLSIIKTYTKETMKDHFIEASKKESQLLLKKNDNKYNSKFCNDLKNSFLDYGHLAMGNDMDFGGYSTKAENKIQEVFKGAHGEISEHKIKNFRKEWWNEFREKLWEAMLSEHKNNINNCKNIPQEELQITQWIKEWHGEFLLERDNRSKLPKSKCKNNTLYEACEKECIDPCMKYRDWIIRSKFEWHTLSKEYETQKVPKENAENYLIKISENKNDAKVSLLLNNCDAEYSKYCDCKHTTTLVKSVLNGNDNTIKEKREHIDLDDFSKFGCDKNSVDTNTKVWECKNPYILSTKDVCVPPRRQELCLGN..., which amino acid positions are active epitope sites? The epitope positions are: [1087, 1088, 1089, 1090, 1091, 1092, 1093, 1094, 1095, 1096, 1097, 1098, 1099, 1100, 1101, 1102]. The amino acids at these positions are: SHMNRESDDGELYDEN.